The task is: Predict which catalyst facilitates the given reaction.. This data is from Catalyst prediction with 721,799 reactions and 888 catalyst types from USPTO. (1) Reactant: C(N([CH2:6][CH3:7])CC)C.[NH2:8][C:9]1[C:10]([F:20])=[C:11]([C:16]([F:19])=[CH:17][CH:18]=1)[C:12]([O:14][CH3:15])=[O:13].[S:21](Cl)(Cl)(=[O:23])=[O:22].[CH3:26][NH:27]CC. Product: [CH2:6]([N:8]([C:9]1[C:10]([F:20])=[C:11]([C:16]([F:19])=[CH:17][CH:18]=1)[C:12]([O:14][CH3:15])=[O:13])[S:21](=[O:23])(=[O:22])[NH:27][CH3:26])[CH3:7]. The catalyst class is: 2. (2) Reactant: [Cl:1][C:2]1[N:7]=[C:6]([NH:8][C:9]2[CH:10]=[N:11][C:12]([F:15])=[CH:13][CH:14]=2)[N:5]=[C:4]([NH2:16])[N:3]=1.[H-].[Na+].IC.[CH3:21]COC(C)=O. The catalyst class is: 3. Product: [Cl:1][C:2]1[N:7]=[C:6]([N:8]([C:9]2[CH:10]=[N:11][C:12]([F:15])=[CH:13][CH:14]=2)[CH3:21])[N:5]=[C:4]([NH2:16])[N:3]=1. (3) Reactant: [C:1]([O:5][C:6]([N:8]1[CH2:12][C@@H:11]([CH2:13][N:14]([CH:31]([CH3:33])[CH3:32])[C:15](=[O:30])[C:16]2[CH:21]=[CH:20][C:19]([O:22][CH3:23])=[C:18]([O:24][CH2:25][CH2:26][CH2:27][O:28][CH3:29])[CH:17]=2)[C@H:10]([CH2:34][N:35]([CH:47]2[CH2:49][CH2:48]2)[C:36]([O:38][CH2:39][C:40]([C:43]([O:45]C)=[O:44])([CH3:42])[CH3:41])=[O:37])[CH2:9]1)=[O:7])([CH3:4])([CH3:3])[CH3:2].C1COCC1. Product: [C:1]([O:5][C:6]([N:8]1[CH2:12][C@@H:11]([CH2:13][N:14]([CH:31]([CH3:32])[CH3:33])[C:15](=[O:30])[C:16]2[CH:21]=[CH:20][C:19]([O:22][CH3:23])=[C:18]([O:24][CH2:25][CH2:26][CH2:27][O:28][CH3:29])[CH:17]=2)[C@H:10]([CH2:34][N:35]([C:36]([O:38][CH2:39][C:40]([C:43]([OH:45])=[O:44])([CH3:42])[CH3:41])=[O:37])[CH:47]2[CH2:48][CH2:49]2)[CH2:9]1)=[O:7])([CH3:2])([CH3:4])[CH3:3]. The catalyst class is: 6. (4) Reactant: F[C:2]1[CH:7]=[C:6]([O:8][CH3:9])[CH:5]=[CH:4][C:3]=1[C:10]1[NH:19][C:18](=[O:20])[C:17]2[C:12](=[CH:13][C:14]([O:23][CH3:24])=[CH:15][C:16]=2[O:21][CH3:22])[N:11]=1.[O:25]1[CH2:30][CH2:29][CH:28]([NH2:31])[CH2:27][CH2:26]1.C[Si]([N-][Si](C)(C)C)(C)C.[Li+]. Product: [CH3:22][O:21][C:16]1[CH:15]=[C:14]([O:23][CH3:24])[CH:13]=[C:12]2[C:17]=1[C:18](=[O:20])[NH:19][C:10]([C:3]1[CH:4]=[CH:5][C:6]([O:8][CH3:9])=[CH:7][C:2]=1[NH:31][CH:28]1[CH2:29][CH2:30][O:25][CH2:26][CH2:27]1)=[N:11]2. The catalyst class is: 20. (5) Reactant: [Cl:1][C:2]1[CH:3]=[C:4]([C:8]2[CH:9]=[C:10]([C:20]([O-:22])=O)[C:11]([C:14]3[CH:19]=[CH:18][CH:17]=[CH:16][N:15]=3)=[N:12][CH:13]=2)[CH:5]=[N:6][CH:7]=1.[Na+].[CH3:24][O:25][C:26]1[C:31]([O:32][CH3:33])=[CH:30][CH:29]=[C:28]([CH2:34][NH2:35])[N:27]=1.C(Cl)CCl.C1C=NC2N(O)N=NC=2C=1.C(N(C(C)C)CC)(C)C. Product: [Cl:1][C:2]1[CH:3]=[C:4]([C:8]2[CH:9]=[C:10]([C:20]([NH:35][CH2:34][C:28]3[CH:29]=[CH:30][C:31]([O:32][CH3:33])=[C:26]([O:25][CH3:24])[N:27]=3)=[O:22])[C:11]([C:14]3[CH:19]=[CH:18][CH:17]=[CH:16][N:15]=3)=[N:12][CH:13]=2)[CH:5]=[N:6][CH:7]=1. The catalyst class is: 42. (6) Product: [Na+:14].[Na+:14].[OH:3][C:4]1[CH:9]=[CH:8][C:7]([S:10]([O-:13])(=[O:11])=[O:12])=[CH:6][CH:5]=1.[OH:3][C:4]1[CH:9]=[CH:8][C:7]([S:10]([O-:13])(=[O:11])=[O:12])=[CH:6][CH:5]=1. Reactant: O.O.[OH:3][C:4]1[CH:9]=[CH:8][C:7]([S:10]([O-:13])(=[O:12])=[O:11])=[CH:6][CH:5]=1.[Na+:14]. The catalyst class is: 74.